Predict the reaction yield, written as a fraction of the theoretical maximum amount of product (1.0 means a 100% yield; for example, 0.34 means a 34% yield). From a dataset of Reaction yield outcomes from USPTO patents with 853,638 reactions. (1) The product is [C:1]1([C:27]2[CH:32]=[CH:31][CH:30]=[CH:29][CH:28]=2)[CH:2]=[CH:3][C:4]([CH2:7][NH:8][C:9]2[C:18]3[C:13](=[CH:14][C:15]([O:19][CH2:20][CH:21]4[CH2:22][CH2:23][N:24]([CH2:40][CH2:41][NH:42][C:43]5[C:52]6[C:47](=[CH:48][CH:49]=[CH:50][CH:51]=6)[N:46]=[CH:45][CH:44]=5)[CH2:25][CH2:26]4)=[CH:16][CH:17]=3)[N:12]=[CH:11][N:10]=2)=[CH:5][CH:6]=1. The catalyst is CN(C=O)C. The reactants are [C:1]1([C:27]2[CH:32]=[CH:31][CH:30]=[CH:29][CH:28]=2)[CH:6]=[CH:5][C:4]([CH2:7][NH:8][C:9]2[C:18]3[C:13](=[CH:14][C:15]([O:19][CH2:20][CH:21]4[CH2:26][CH2:25][NH:24][CH2:23][CH2:22]4)=[CH:16][CH:17]=3)[N:12]=[CH:11][N:10]=2)=[CH:3][CH:2]=1.C([O-])([O-])=O.[K+].[K+].Cl[CH2:40][CH2:41][NH:42][C:43]1[C:52]2[C:47](=[CH:48][CH:49]=[CH:50][CH:51]=2)[N:46]=[CH:45][CH:44]=1. The yield is 0.310. (2) The reactants are C1(P(C2CCCCC2)C2C=CC=CC=2C2C=CC=CC=2)CCCCC1.[C:26]1(B(O)O)[CH:31]=[CH:30][CH:29]=[CH:28][CH:27]=1.[O-]P([O-])([O-])=O.[K+].[K+].[K+].[C:43]([O:46][C@H:47]1[CH2:51][C@H:50]([N:52]2[CH:60]=[N:59][C:58]3[C:53]2=[N:54][CH:55]=[N:56][C:57]=3Br)[O:49][C@@H:48]1[CH2:62][O:63][Si:64]([C:67]([CH3:70])([CH3:69])[CH3:68])([CH3:66])[CH3:65])(=[O:45])[CH3:44]. The catalyst is O1CCOCC1.CC([O-])=O.CC([O-])=O.[Pd+2]. The product is [C:43]([O:46][C@H:47]1[CH2:51][C@H:50]([N:52]2[CH:60]=[N:59][C:58]3[C:53]2=[N:54][CH:55]=[N:56][C:57]=3[C:26]2[CH:31]=[CH:30][CH:29]=[CH:28][CH:27]=2)[O:49][C@@H:48]1[CH2:62][O:63][Si:64]([C:67]([CH3:70])([CH3:69])[CH3:68])([CH3:66])[CH3:65])(=[O:45])[CH3:44]. The yield is 0.640.